From a dataset of Reaction yield outcomes from USPTO patents with 853,638 reactions. Predict the reaction yield, written as a fraction of the theoretical maximum amount of product (1.0 means a 100% yield; for example, 0.34 means a 34% yield). (1) The reactants are C[O:2][C:3]([C@@H:5]1[CH2:9][C@H:8]([N:10]([CH3:19])[C:11]([O:13][CH2:14][C:15]([Cl:18])([Cl:17])[Cl:16])=[O:12])[CH2:7][N:6]1[CH2:20][C:21]1[CH:26]=[CH:25][CH:24]=[CH:23][CH:22]=1)=[O:4].[OH-].[Na+]. The catalyst is C1COCC1.CO.O. The product is [CH2:20]([N:6]1[CH2:7][C@@H:8]([N:10]([CH3:19])[C:11]([O:13][CH2:14][C:15]([Cl:18])([Cl:16])[Cl:17])=[O:12])[CH2:9][C@H:5]1[C:3]([OH:4])=[O:2])[C:21]1[CH:22]=[CH:23][CH:24]=[CH:25][CH:26]=1. The yield is 0.910. (2) The reactants are [NH2:1][C:2]1[CH:3]=[C:4]([C:11]([OH:13])=[O:12])[CH:5]=[C:6]([CH:10]=1)[C:7]([OH:9])=[O:8].Cl.N([O-])=O.[Na+].[N-:19]=[N+:20]=[N-].[Na+]. The catalyst is O. The product is [N:1]([C:2]1[CH:3]=[C:4]([C:11]([OH:13])=[O:12])[CH:5]=[C:6]([CH:10]=1)[C:7]([OH:9])=[O:8])=[N+:19]=[N-:20]. The yield is 0.850. (3) The yield is 0.650. The reactants are [CH2:1]([C:5]1[CH:6]=[CH:7][C:8]2[O:12][C:11]([C:13]3[CH:20]=[CH:19][C:16]([CH:17]=O)=[CH:15][CH:14]=3)=[CH:10][C:9]=2[CH:21]=1)[CH:2]([CH3:4])[CH3:3].C(O)(=O)C.[NH:26]1[CH2:29][CH:28]([C:30]([OH:32])=[O:31])[CH2:27]1.C([BH3-])#N.[Na+]. The product is [CH2:1]([C:5]1[CH:6]=[CH:7][C:8]2[O:12][C:11]([C:13]3[CH:14]=[CH:15][C:16]([CH2:17][N:26]4[CH2:29][CH:28]([C:30]([OH:32])=[O:31])[CH2:27]4)=[CH:19][CH:20]=3)=[CH:10][C:9]=2[CH:21]=1)[CH:2]([CH3:3])[CH3:4]. The catalyst is C(Cl)Cl.CO.CS(C)=O. (4) The reactants are Br[C:2]1[CH:7]=[C:6]([F:8])[CH:5]=[CH:4][C:3]=1[OH:9].[C:23]1(P([C:23]2[CH:28]=[CH:27][CH:26]=[CH:25][CH:24]=2)[C:23]2[CH:28]=[CH:27][CH:26]=[CH:25][CH:24]=2)[CH:28]=[CH:27][CH:26]=[CH:25][CH:24]=1.[CH3:29][C:30]1[O:34][C:33]([C:35]2[CH:40]=[CH:39][CH:38]=[CH:37][CH:36]=2)=[N:32][C:31]=1[CH2:41][CH2:42]O.N([C:46]([O:48][CH:49](C)[CH3:50])=[O:47])=N[C:46]([O:48][CH:49](C)[CH3:50])=[O:47]. The catalyst is C1(C)C=CC=CC=1. The product is [F:8][C:6]1[CH:5]=[CH:4][C:3]([O:9][CH2:42][CH2:41][C:31]2[N:32]=[C:33]([C:35]3[CH:36]=[CH:37][CH:38]=[CH:39][CH:40]=3)[O:34][C:30]=2[CH3:29])=[C:2]([C:28]2[C:23]([C:46]([O:48][CH2:49][CH3:50])=[O:47])=[CH:24][CH:25]=[CH:26][CH:27]=2)[CH:7]=1. The yield is 0.810. (5) The reactants are [CH3:1][O:2][C:3]1[CH:8]=[CH:7][C:6]([C:9]2[C:14]3[CH:15]=[CH:16][O:17][C:13]=3[C:12]([CH3:18])=[CH:11][CH:10]=2)=[CH:5][CH:4]=1.C(Cl)(Cl)(Cl)Cl.C1C(=O)N(Br)C(=[O:27])C1.OP([O-])([O-])=O.[K+].[K+]. The catalyst is CC(N=NC(C#N)(C)C)(C#N)C.CC#N. The product is [CH3:1][O:2][C:3]1[CH:4]=[CH:5][C:6]([C:9]2[C:14]3[CH:15]=[CH:16][O:17][C:13]=3[C:12]([CH:18]=[O:27])=[CH:11][CH:10]=2)=[CH:7][CH:8]=1. The yield is 0.780. (6) The reactants are [NH2:1][C:2]1[S:3][CH:4]=[C:5]([Br:11])[C:6]=1[C:7]([O:9][CH3:10])=[O:8].[N:12]1[C:21]2[C:16](=[C:17]([CH2:22][C:23](O)=[O:24])[CH:18]=[CH:19][CH:20]=2)[CH:15]=[CH:14][CH:13]=1. No catalyst specified. The product is [Br:11][C:5]1[C:6]([C:7]([O:9][CH3:10])=[O:8])=[C:2]([NH:1][C:23](=[O:24])[CH2:22][C:17]2[CH:18]=[CH:19][CH:20]=[C:21]3[C:16]=2[CH:15]=[CH:14][CH:13]=[N:12]3)[S:3][CH:4]=1. The yield is 0.490. (7) The reactants are C(Cl)CCl.C1C=CC2N(O)N=NC=2C=1.[NH2:15][CH2:16][C:17]1[C:18]([F:34])=[C:19]([O:24][C:25]2[CH:26]=[C:27]([CH:30]=[C:31]([Cl:33])[CH:32]=2)[C:28]#[N:29])[C:20]([Br:23])=[CH:21][CH:22]=1.[Cl:35][C:36]1[N:37]=[C:38]([CH2:52][O:53][Si](C(C)(C)C)(C)C)[N:39](COCC[Si](C)(C)C)[C:40]=1[C:41](O)=[O:42].C(=O)(O)[O-].[Na+].FC(F)(F)C(O)=O. The catalyst is CN(C=O)C. The product is [Br:23][C:20]1[CH:21]=[CH:22][C:17]([CH2:16][NH:15][C:41]([C:40]2[NH:39][C:38]([CH2:52][OH:53])=[N:37][C:36]=2[Cl:35])=[O:42])=[C:18]([F:34])[C:19]=1[O:24][C:25]1[CH:26]=[C:27]([C:28]#[N:29])[CH:30]=[C:31]([Cl:33])[CH:32]=1. The yield is 0.470.